This data is from Full USPTO retrosynthesis dataset with 1.9M reactions from patents (1976-2016). The task is: Predict the reactants needed to synthesize the given product. (1) Given the product [CH3:15][N:16]1[CH:20]=[C:19]([C:2]2[NH:3][C:4]3[C:9]([C:10]=2[CH:11]=[O:12])=[CH:8][C:7]([O:13][CH3:14])=[CH:6][CH:5]=3)[C:18]([CH3:30])=[N:17]1, predict the reactants needed to synthesize it. The reactants are: Br[C:2]1[NH:3][C:4]2[C:9]([C:10]=1[CH:11]=[O:12])=[CH:8][C:7]([O:13][CH3:14])=[CH:6][CH:5]=2.[CH3:15][N:16]1[CH:20]=[C:19](B2OC(C)(C)C(C)(C)O2)[C:18]([CH3:30])=[N:17]1.C1(P(C2C=CC=CC=2)C2C=CC=CC=2)C=CC=CC=1.P([O-])([O-])([O-])=O.[K+].[K+].[K+]. (2) The reactants are: Br[C:2]1[C:7]([O:8][CH2:9][C:10]2[CH:15]=[C:14]([CH3:16])[CH:13]=[CH:12][N:11]=2)=[CH:6][CH:5]=[CH:4][N:3]=1.CC1(C)C(C)(C)OB([C:25]2[CH:42]=[CH:41][C:28]3[CH2:29][CH2:30][N:31]([C:34]([O:36][C:37]([CH3:40])([CH3:39])[CH3:38])=[O:35])[CH2:32][CH2:33][C:27]=3[CH:26]=2)O1.C(=O)([O-])[O-].[Cs+].[Cs+].O. Given the product [CH3:16][C:14]1[CH:13]=[CH:12][N:11]=[C:10]([CH2:9][O:8][C:7]2[C:2]([C:25]3[CH:42]=[CH:41][C:28]4[CH2:29][CH2:30][N:31]([C:34]([O:36][C:37]([CH3:38])([CH3:39])[CH3:40])=[O:35])[CH2:32][CH2:33][C:27]=4[CH:26]=3)=[N:3][CH:4]=[CH:5][CH:6]=2)[CH:15]=1, predict the reactants needed to synthesize it.